Dataset: Forward reaction prediction with 1.9M reactions from USPTO patents (1976-2016). Task: Predict the product of the given reaction. (1) Given the reactants [C:1]([NH:4][C:5]1[S:6][C:7]([C:11]2[S:15][C:14]([S:16](Cl)(=[O:18])=[O:17])=[CH:13][CH:12]=2)=[C:8]([CH3:10])[N:9]=1)(=[O:3])[CH3:2].[CH3:20][O:21][C:22](=[O:27])[CH:23]([NH2:26])[CH2:24][OH:25].CCN(C(C)C)C(C)C, predict the reaction product. The product is: [C:1]([NH:4][C:5]1[S:6][C:7]([C:11]2[S:15][C:14]([S:16]([NH:26][C@H:23]([C:22]([O:21][CH3:20])=[O:27])[CH2:24][OH:25])(=[O:18])=[O:17])=[CH:13][CH:12]=2)=[C:8]([CH3:10])[N:9]=1)(=[O:3])[CH3:2]. (2) Given the reactants C[O:2][C:3]1[CH:8]=[CH:7][C:6]([CH2:9][C:10](=[O:37])[CH2:11][NH:12][C:13]2[N:18]([CH3:19])[C:17](=[O:20])[C:16]([C:21]3[CH:30]=[CH:29][C:28]4[C:23](=[CH:24][CH:25]=[CH:26][CH:27]=4)[CH:22]=3)=[C:15]([C:31]3[CH:36]=[CH:35][N:34]=[CH:33][CH:32]=3)[N:14]=2)=[CH:5][CH:4]=1.B(Br)(Br)Br.[2H]C([2H])([2H])C#N.[2H]O[2H], predict the reaction product. The product is: [OH:2][C:3]1[CH:8]=[CH:7][C:6]([CH2:9][C:10](=[O:37])[CH2:11][NH:12][C:13]2[N:18]([CH3:19])[C:17](=[O:20])[C:16]([C:21]3[CH:30]=[CH:29][C:28]4[C:23](=[CH:24][CH:25]=[CH:26][CH:27]=4)[CH:22]=3)=[C:15]([C:31]3[CH:32]=[CH:33][N:34]=[CH:35][CH:36]=3)[N:14]=2)=[CH:5][CH:4]=1. (3) Given the reactants [Cl:1][C:2]1[N:10]=[C:9]([Cl:11])[CH:8]=[C:7]([CH3:12])[C:3]=1[C:4]([OH:6])=[O:5].C(N)(N)=[O:14].OO.FC(F)(F)C(OC(=O)C(F)(F)F)=O, predict the reaction product. The product is: [Cl:1][C:2]1[N+:10]([O-:14])=[C:9]([Cl:11])[CH:8]=[C:7]([CH3:12])[C:3]=1[C:4]([OH:6])=[O:5]. (4) Given the reactants [Cl:1][C:2]1[CH:7]=[CH:6][CH:5]=[CH:4][C:3]=1[N:8]1[C:16]2[C:15](=[O:17])[N:14]([CH3:18])[C:13](=[O:19])[N:12](COC(=O)C(C)(C)C)[C:11]=2[N:10]=[C:9]1[N:28]1[CH2:33][CH2:32][N:31]([C:34]([O:36][C:37]([CH3:40])([CH3:39])[CH3:38])=[O:35])[CH2:30][CH2:29]1.[H-].[Na+].Cl, predict the reaction product. The product is: [Cl:1][C:2]1[CH:7]=[CH:6][CH:5]=[CH:4][C:3]=1[N:8]1[C:16]2[C:15](=[O:17])[N:14]([CH3:18])[C:13](=[O:19])[NH:12][C:11]=2[N:10]=[C:9]1[N:28]1[CH2:29][CH2:30][N:31]([C:34]([O:36][C:37]([CH3:40])([CH3:39])[CH3:38])=[O:35])[CH2:32][CH2:33]1.